From a dataset of Catalyst prediction with 721,799 reactions and 888 catalyst types from USPTO. Predict which catalyst facilitates the given reaction. (1) Reactant: [F:1][C:2]1[C:7]([CH:8]=[O:9])=[C:6]([F:10])[CH:5]=[CH:4][C:3]=1[NH:11][S:12]([CH2:15][CH2:16][CH3:17])(=[O:14])=[O:13].[OH:18]OS([O-])=O.[K+]. Product: [F:1][C:2]1[C:3]([NH:11][S:12]([CH2:15][CH2:16][CH3:17])(=[O:14])=[O:13])=[CH:4][CH:5]=[C:6]([F:10])[C:7]=1[C:8]([OH:18])=[O:9]. The catalyst class is: 9. (2) Reactant: [Cl:1][C:2]1[CH:7]=[CH:6][CH:5]=[CH:4][C:3]=1[C:8]1[CH:17]=[C:16]([NH:18][C:19](=[O:23])[CH:20]([CH3:22])[CH3:21])[CH:15]=[C:14]2[C:9]=1[CH2:10][CH2:11][NH:12][CH2:13]2.C(N(CC)CC)C.[C:31](Cl)(=[O:38])[C:32]1[CH:37]=[CH:36][CH:35]=[CH:34][CH:33]=1. Product: [C:31]([N:12]1[CH2:11][CH2:10][C:9]2[C:14](=[CH:15][C:16]([NH:18][C:19](=[O:23])[CH:20]([CH3:21])[CH3:22])=[CH:17][C:8]=2[C:3]2[CH:4]=[CH:5][CH:6]=[CH:7][C:2]=2[Cl:1])[CH2:13]1)(=[O:38])[C:32]1[CH:37]=[CH:36][CH:35]=[CH:34][CH:33]=1. The catalyst class is: 44. (3) Reactant: Br[C:2]1[CH:7]=[CH:6][CH:5]=[C:4]([CH:8]([CH:10]2[CH2:12][CH2:11]2)[CH3:9])[C:3]=1[OH:13].[Li+].CCC[CH2-].[CH3:19][C:20]([CH3:22])=[O:21]. Product: [CH:10]1([CH:8]([C:4]2[CH:5]=[CH:6][CH:7]=[C:2]([C:20]([OH:21])([CH3:22])[CH3:19])[C:3]=2[OH:13])[CH3:9])[CH2:12][CH2:11]1. The catalyst class is: 775. (4) The catalyst class is: 20. Reactant: [CH2:1]([C:8]1[CH:9]=[N:10][C:11]2[C:16]([C:17]=1Br)=[CH:15][CH:14]=[CH:13][C:12]=2[C:19]([F:22])([F:21])[F:20])[C:2]1[CH:7]=[CH:6][CH:5]=[CH:4][CH:3]=1.[CH3:23][O:24][C:25]1[CH:26]=[C:27]([CH2:31][C:32]#[N:33])[CH:28]=[CH:29][CH:30]=1.[H-].[Na+]. Product: [CH2:1]([C:8]1[CH:9]=[N:10][C:11]2[C:16]([C:17]=1[CH:31]([C:27]1[CH:28]=[CH:29][CH:30]=[C:25]([O:24][CH3:23])[CH:26]=1)[C:32]#[N:33])=[CH:15][CH:14]=[CH:13][C:12]=2[C:19]([F:22])([F:21])[F:20])[C:2]1[CH:7]=[CH:6][CH:5]=[CH:4][CH:3]=1. (5) Reactant: [Br:1][C:2]1[CH:7]=[CH:6][C:5]([C:8]2(O)[CH2:13][CH2:12][NH:11][CH2:10][CH2:9]2)=[CH:4][CH:3]=1.[Cl-:15].[Al+3].[Cl-].[Cl-]. Product: [Br:1][C:2]1[CH:7]=[CH:6][C:5]([C:8]2([C:2]3[CH:7]=[CH:6][C:5]([Cl:15])=[CH:4][CH:3]=3)[CH2:13][CH2:12][NH:11][CH2:10][CH2:9]2)=[CH:4][CH:3]=1. The catalyst class is: 159. (6) Reactant: C[C:2]1(C)[O:6][C:5](=[CH:7][C:8]([N:10]([CH2:13][C:14]2[CH:19]=[CH:18][C:17]([F:20])=[CH:16][C:15]=2[S:21]([CH3:23])=[O:22])[O:11][CH3:12])=[O:9])[C:4](=[O:24])[O:3]1. Product: [CH3:2][O:3][C:4](=[O:24])[C:5]([OH:6])=[CH:7][C:8](=[O:9])[N:10]([CH2:13][C:14]1[CH:19]=[CH:18][C:17]([F:20])=[CH:16][C:15]=1[S:21]([CH3:23])=[O:22])[O:11][CH3:12]. The catalyst class is: 5. (7) Reactant: CO[C:3]1([O:9][CH3:10])[CH2:8][CH2:7][O:6][CH2:5][CH2:4]1.[C:11]([N+:15]#[C-])(C)(C)C.C(=O)([O-])O.[Na+]. Product: [CH3:10][O:9][C:3]1([C:11]#[N:15])[CH2:4][CH2:5][O:6][CH2:7][CH2:8]1. The catalyst class is: 528. (8) The catalyst class is: 2. Reactant: O=S(Cl)[Cl:3].[CH2:5]([N:9]1[CH:13]=[CH:12][N:11]=[C:10]1[S:14][C:15]1[CH:16]=[N:17][CH:18]=[C:19]([Cl:23])[C:20]=1[CH2:21]O)[CH2:6][CH2:7][CH3:8].C([O-])([O-])=O.[Na+].[Na+]. Product: [CH2:5]([N:9]1[CH:13]=[CH:12][N:11]=[C:10]1[S:14][C:15]1[CH:16]=[N:17][CH:18]=[C:19]([Cl:23])[C:20]=1[CH2:21][Cl:3])[CH2:6][CH2:7][CH3:8].